This data is from Retrosynthesis with 50K atom-mapped reactions and 10 reaction types from USPTO. The task is: Predict the reactants needed to synthesize the given product. Given the product CC(C)(C)CC1NC(C(=O)O)C(c2cccc(Br)c2F)C12C(=O)Nc1cc(Cl)ccc12, predict the reactants needed to synthesize it. The reactants are: CC(C)(C)CC1NC(C(=O)OC(C)(C)C)C(c2cccc(Br)c2F)C12C(=O)Nc1cc(Cl)ccc12.